Dataset: Full USPTO retrosynthesis dataset with 1.9M reactions from patents (1976-2016). Task: Predict the reactants needed to synthesize the given product. (1) Given the product [NH:38]1[C:39]2[C:35](=[C:34]([C:2]3[N:3]=[C:4]([N:15]4[CH2:20][CH2:19][O:18][CH2:17][CH2:16]4)[C:5]4[S:10][C:9]([CH2:11][N:12]([S:22]([CH3:21])(=[O:24])=[O:23])[CH3:13])=[C:8]([CH3:14])[C:6]=4[N:7]=3)[CH:42]=[CH:41][CH:40]=2)[CH:36]=[N:37]1, predict the reactants needed to synthesize it. The reactants are: Cl[C:2]1[N:3]=[C:4]([N:15]2[CH2:20][CH2:19][O:18][CH2:17][CH2:16]2)[C:5]2[S:10][C:9]([CH2:11][NH:12][CH3:13])=[C:8]([CH3:14])[C:6]=2[N:7]=1.[CH3:21][S:22](Cl)(=[O:24])=[O:23].CC1(C)C(C)(C)OB([C:34]2[CH:42]=[CH:41][CH:40]=[C:39]3[C:35]=2[CH:36]=[N:37][NH:38]3)O1. (2) Given the product [Cl:23][CH2:24][CH2:25][CH2:26][CH2:27][CH:28]([C:29]1[NH:40][N:39]=[C:16]([NH:15][C:12]2[CH:13]=[CH:14][C:9]([N:7]3[CH:8]=[C:4]([CH:3]([F:22])[F:2])[N:5]=[CH:6]3)=[C:10]([O:20][CH3:21])[CH:11]=2)[N:17]=1)[C:32]1[CH:37]=[CH:36][C:35]([F:38])=[CH:34][CH:33]=1, predict the reactants needed to synthesize it. The reactants are: I.[F:2][CH:3]([F:22])[C:4]1[N:5]=[CH:6][N:7]([C:9]2[CH:14]=[CH:13][C:12]([NH:15][C:16](SC)=[NH:17])=[CH:11][C:10]=2[O:20][CH3:21])[CH:8]=1.[Cl:23][CH2:24][CH2:25][CH2:26][CH2:27][CH:28]([C:32]1[CH:37]=[CH:36][C:35]([F:38])=[CH:34][CH:33]=1)[C:29](O)=O.[NH2:39][NH2:40].